This data is from Catalyst prediction with 721,799 reactions and 888 catalyst types from USPTO. The task is: Predict which catalyst facilitates the given reaction. (1) Reactant: [Br:1][C:2]1[CH:10]=[C:9]2[C:5]([C:6]([CH:11]=[O:12])=[CH:7][NH:8]2)=[CH:4][CH:3]=1.[H-].[Na+].[CH3:15][O:16][C:17]1[CH:22]=[CH:21][C:20]([S:23](Cl)(=[O:25])=[O:24])=[CH:19][C:18]=1[CH:27]1[CH2:32][CH2:31][N:30]([C:33](=[O:38])[C:34]([Cl:37])([Cl:36])[Cl:35])[CH2:29][CH2:28]1. Product: [Br:1][C:2]1[CH:10]=[C:9]2[C:5]([C:6]([CH:11]=[O:12])=[CH:7][N:8]2[S:23]([C:20]2[CH:21]=[CH:22][C:17]([O:16][CH3:15])=[C:18]([CH:27]3[CH2:28][CH2:29][N:30]([C:33](=[O:38])[C:34]([Cl:37])([Cl:35])[Cl:36])[CH2:31][CH2:32]3)[CH:19]=2)(=[O:25])=[O:24])=[CH:4][CH:3]=1. The catalyst class is: 1. (2) Reactant: CO[C:3]([C:5]1[N:6]=[CH:7][C:8]2[C:9](=[O:27])[N:10]([CH2:16][C:17]3[CH:22]=[CH:21][C:20]([O:23][CH3:24])=[CH:19][C:18]=3[O:25][CH3:26])[CH2:11][CH2:12][C:13]=2[C:14]=1[OH:15])=[O:4].[NH2:28][CH2:29][CH2:30][C:31]([OH:33])=[O:32].C[O-].[Na+]. Product: [CH3:26][O:25][C:18]1[CH:19]=[C:20]([O:23][CH3:24])[CH:21]=[CH:22][C:17]=1[CH2:16][N:10]1[C:9](=[O:27])[C:8]2[CH:7]=[N:6][C:5]([C:3]([NH:28][CH2:29][CH2:30][C:31]([OH:33])=[O:32])=[O:4])=[C:14]([OH:15])[C:13]=2[CH2:12][CH2:11]1. The catalyst class is: 250. (3) Reactant: [CH3:1][O:2][C:3]1[CH:4]=[C:5]([CH:8]=[C:9]([O:13][CH3:14])[C:10]=1[O:11][CH3:12])[CH2:6][NH2:7]. Product: [CH3:14][O:13][C:9]1[CH:8]=[C:5]([CH:4]=[C:3]([O:2][CH3:1])[C:10]=1[O:11][CH3:12])[CH2:6][NH:7][C:10]1[C:3](=[O:2])[CH2:4][CH2:5][CH2:8][CH:9]=1. The catalyst class is: 98.